This data is from Reaction yield outcomes from USPTO patents with 853,638 reactions. The task is: Predict the reaction yield, written as a fraction of the theoretical maximum amount of product (1.0 means a 100% yield; for example, 0.34 means a 34% yield). The reactants are [F:1][C:2]1[CH:3]=[C:4]([CH:10]=[CH:11][CH:12]=1)/[CH:5]=[CH:6]/[C:7]([OH:9])=[O:8].[C:13](OC(O[C:13]([CH3:16])([CH3:15])[CH3:14])N(C)C)([CH3:16])([CH3:15])[CH3:14]. The catalyst is C1(C)C=CC=CC=1. The product is [C:13]([O:8][C:7](=[O:9])/[CH:6]=[CH:5]/[C:4]1[CH:10]=[CH:11][CH:12]=[C:2]([F:1])[CH:3]=1)([CH3:16])([CH3:15])[CH3:14]. The yield is 0.640.